From a dataset of Catalyst prediction with 721,799 reactions and 888 catalyst types from USPTO. Predict which catalyst facilitates the given reaction. (1) Reactant: F[C:2]1[C:7]([C:8]2[N:13]=[C:12]([CH3:14])[N:11]=[C:10](SC)[N:9]=2)=[CH:6][C:5]([CH2:17][N:18]2[CH2:23][CH2:22][N:21]([S:24]([CH3:27])(=[O:26])=[O:25])[CH2:20][CH2:19]2)=[CH:4][N:3]=1.[CH3:28][O:29][C:30]1[CH:31]=[C:32]([NH2:36])[CH:33]=[N:34][CH:35]=1.C[N:38](C=O)C.[Li+].C[Si]([N-][Si](C)(C)C)(C)C.C1COCC1.N.CC(O)C. Product: [CH3:28][O:29][C:30]1[CH:31]=[C:32]([NH:36][C:2]2[C:7]([C:8]3[N:13]=[C:12]([CH3:14])[N:11]=[C:10]([NH2:38])[N:9]=3)=[CH:6][C:5]([CH2:17][N:18]3[CH2:23][CH2:22][N:21]([S:24]([CH3:27])(=[O:25])=[O:26])[CH2:20][CH2:19]3)=[CH:4][N:3]=2)[CH:33]=[N:34][CH:35]=1. The catalyst class is: 69. (2) Reactant: [CH:1]([NH:3][NH:4][CH:5]=O)=O.C[Si](Cl)(C)C.CCN(CC)CC.[NH2:19][C:20]1[CH:25]=[CH:24][C:23]([CH2:26][C:27]([OH:29])=[O:28])=[CH:22][CH:21]=1. Product: [N:4]1[N:3]=[CH:1][N:19]([C:20]2[CH:21]=[CH:22][C:23]([CH2:26][C:27]([OH:29])=[O:28])=[CH:24][CH:25]=2)[CH:5]=1. The catalyst class is: 17. (3) Reactant: C([O:8][C:9]1[CH:14]=[CH:13][CH:12]=[CH:11][C:10]=1[NH:15][C:16]1[N:21]2[N:22]=[CH:23][C:24]([C:25]([NH:27][S:28]([CH2:31][CH3:32])(=[O:30])=[O:29])=[O:26])=[C:20]2[N:19]=[CH:18][C:17]=1[C:33]([N:35]1[CH2:40][CH2:39][CH:38]([C:41]2[CH:46]=[CH:45][CH:44]=[CH:43][CH:42]=2)[CH2:37][CH2:36]1)=[O:34])C1C=CC=CC=1. Product: [OH:8][C:9]1[CH:14]=[CH:13][CH:12]=[CH:11][C:10]=1[NH:15][C:16]1[N:21]2[N:22]=[CH:23][C:24]([C:25]([NH:27][S:28]([CH2:31][CH3:32])(=[O:29])=[O:30])=[O:26])=[C:20]2[N:19]=[CH:18][C:17]=1[C:33]([N:35]1[CH2:36][CH2:37][CH:38]([C:41]2[CH:42]=[CH:43][CH:44]=[CH:45][CH:46]=2)[CH2:39][CH2:40]1)=[O:34]. The catalyst class is: 123. (4) Reactant: C[O:2][C:3](=[O:21])[C:4]1[CH:9]=[CH:8][C:7]([C:10]2[CH:20]=[C:13]3[N:14]=[C:15]([CH3:19])[CH:16]=[C:17](Cl)[N:12]3[N:11]=2)=[CH:6][CH:5]=1.[NH:22]1[CH2:26][CH2:25][CH2:24][CH2:23]1. Product: [CH3:19][C:15]1[CH:16]=[C:17]([N:22]2[CH2:26][CH2:25][CH2:24][CH2:23]2)[N:12]2[N:11]=[C:10]([C:7]3[CH:8]=[CH:9][C:4]([C:3]([OH:2])=[O:21])=[CH:5][CH:6]=3)[CH:20]=[C:13]2[N:14]=1. The catalyst class is: 60.